Dataset: Catalyst prediction with 721,799 reactions and 888 catalyst types from USPTO. Task: Predict which catalyst facilitates the given reaction. (1) Reactant: [Cl:1][C:2]1[S:3][CH:4]=[C:5]([C:7]2[CH:12]=[CH:11][C:10]([C:13]([F:16])([F:15])[F:14])=[CH:9][CH:8]=2)[N:6]=1.C([Li])CCC.Cl[C:23]([O:25][CH2:26][CH3:27])=[O:24]. Product: [CH2:26]([O:25][C:23]([C:4]1[S:3][C:2]([Cl:1])=[N:6][C:5]=1[C:7]1[CH:8]=[CH:9][C:10]([C:13]([F:16])([F:14])[F:15])=[CH:11][CH:12]=1)=[O:24])[CH3:27]. The catalyst class is: 7. (2) Reactant: C(OC([N:8]1[CH2:13][CH2:12][N:11]([C:14]2[C:23]3[C:18](=[CH:19][CH:20]=[CH:21][CH:22]=3)[N:17]([CH2:24][C:25]3[CH:30]=[CH:29][C:28]([F:31])=[CH:27][CH:26]=3)[C:16](=[O:32])[C:15]=2[C:33]#[N:34])[CH2:10][CH2:9]1)=O)(C)(C)C.[ClH:35]. Product: [ClH:35].[F:31][C:28]1[CH:27]=[CH:26][C:25]([CH2:24][N:17]2[C:18]3[C:23](=[CH:22][CH:21]=[CH:20][CH:19]=3)[C:14]([N:11]3[CH2:10][CH2:9][NH:8][CH2:13][CH2:12]3)=[C:15]([C:33]#[N:34])[C:16]2=[O:32])=[CH:30][CH:29]=1. The catalyst class is: 12. (3) Reactant: [Cl:1][C:2]1[CH:3]=[C:4]([NH:8][C:9]2[C:18]3[C:17]([NH2:19])=[C:16]([O:20][CH3:21])[C:15]([O:22][CH3:23])=[CH:14][C:13]=3[N:12]=[CH:11][N:10]=2)[CH:5]=[CH:6][CH:7]=1.[C:24](N1C=CN=C1)(N1C=CN=C1)=[O:25]. Product: [Cl:1][C:2]1[CH:3]=[C:4]([N:8]2[C:9]3[C:18]4[C:13]([N:12]=[CH:11][N:10]=3)=[CH:14][C:15]([O:22][CH3:23])=[C:16]([O:20][CH3:21])[C:17]=4[NH:19][C:24]2=[O:25])[CH:5]=[CH:6][CH:7]=1. The catalyst class is: 26. (4) Reactant: IC.[F:3][C:4]1[C:9]2[NH:10][C:11](=[O:13])[O:12][C:8]=2[CH:7]=[C:6]([N+:14]([O-:16])=[O:15])[CH:5]=1.N12CCCN=C1CCCC[CH2:18]2. Product: [F:3][C:4]1[C:9]2[N:10]([CH3:18])[C:11](=[O:13])[O:12][C:8]=2[CH:7]=[C:6]([N+:14]([O-:16])=[O:15])[CH:5]=1. The catalyst class is: 39. (5) Reactant: [CH2:1]([O:9][C:10]1[CH:15]=[CH:14][N:13]=[C:12]([CH2:16]O)[C:11]=1[CH3:18])[CH2:2][CH2:3][CH2:4][CH2:5][CH2:6][CH2:7][CH3:8].S(Cl)([Cl:21])=O. Product: [CH2:1]([O:9][C:10]1[CH:15]=[CH:14][N:13]=[C:12]([CH2:16][Cl:21])[C:11]=1[CH3:18])[CH2:2][CH2:3][CH2:4][CH2:5][CH2:6][CH2:7][CH3:8]. The catalyst class is: 22. (6) Reactant: [CH2:1]([CH:3]([CH2:20][CH3:21])[CH:4]([C:10]1[CH:15]=[CH:14][C:13]([NH:16]C(=O)C)=[CH:12][CH:11]=1)[N:5]1[CH:9]=[CH:8][N:7]=[CH:6]1)[CH3:2].[OH-].[Na+]. Product: [CH2:20]([CH:3]([CH2:1][CH3:2])[CH:4]([C:10]1[CH:11]=[CH:12][C:13]([NH2:16])=[CH:14][CH:15]=1)[N:5]1[CH:9]=[CH:8][N:7]=[CH:6]1)[CH3:21]. The catalyst class is: 33. (7) Reactant: [H-].[Na+].[CH:3]1([CH:6]([OH:8])[CH3:7])[CH2:5][CH2:4]1.[Br:9][C:10]1[CH:15]=[CH:14][C:13](F)=[CH:12][CH:11]=1. Product: [Br:9][C:10]1[CH:15]=[CH:14][C:13]([O:8][CH:6]([CH:3]2[CH2:5][CH2:4]2)[CH3:7])=[CH:12][CH:11]=1. The catalyst class is: 3.